This data is from Full USPTO retrosynthesis dataset with 1.9M reactions from patents (1976-2016). The task is: Predict the reactants needed to synthesize the given product. (1) Given the product [Cl:1][C:2]1[CH:10]=[C:9]2[C:5]([C:6]([C:11]([N:13]3[CH2:18][CH2:17][CH:16]([N:19]4[C:23]5[CH:24]=[CH:25][CH:26]=[CH:27][C:22]=5[NH:21][C:20]4=[O:28])[CH2:15][CH2:14]3)=[O:12])=[CH:7][N:8]2[C:37]([N:31]2[CH2:36][CH2:35][CH2:34][CH2:33][CH2:32]2)=[O:38])=[CH:4][CH:3]=1, predict the reactants needed to synthesize it. The reactants are: [Cl:1][C:2]1[CH:10]=[C:9]2[C:5]([C:6]([C:11]([N:13]3[CH2:18][CH2:17][CH:16]([N:19]4[C:23]5[CH:24]=[CH:25][CH:26]=[CH:27][C:22]=5[NH:21][C:20]4=[O:28])[CH2:15][CH2:14]3)=[O:12])=[CH:7][NH:8]2)=[CH:4][CH:3]=1.[H-].[Na+].[N:31]1([C:37](Cl)=[O:38])[CH2:36][CH2:35][CH2:34][CH2:33][CH2:32]1. (2) The reactants are: [C:1]([C:4]1[CH:5]=[N:6][C:7]([N:10]2[CH2:15][CH2:14][CH:13]([C:16]3[CH:17]=[CH:18][C:19]([CH2:22][O:23][C:24]4[CH:29]=[CH:28][C:27]([S:30]([CH3:33])(=[O:32])=[O:31])=[CH:26][CH:25]=4)=[N:20][CH:21]=3)[CH2:12][CH2:11]2)=[N:8][CH:9]=1)([CH3:3])=[CH2:2]. Given the product [CH:1]([C:4]1[CH:5]=[N:6][C:7]([N:10]2[CH2:15][CH2:14][CH:13]([C:16]3[CH:17]=[CH:18][C:19]([CH2:22][O:23][C:24]4[CH:25]=[CH:26][C:27]([S:30]([CH3:33])(=[O:31])=[O:32])=[CH:28][CH:29]=4)=[N:20][CH:21]=3)[CH2:12][CH2:11]2)=[N:8][CH:9]=1)([CH3:3])[CH3:2], predict the reactants needed to synthesize it. (3) Given the product [O:7]1[CH2:8][CH2:9][N:4]([CH:20]([CH:17]2[CH2:16][CH2:15][C:14]3([O:10][CH2:11][CH2:12][O:13]3)[CH2:19][CH2:18]2)[C:1]#[N:2])[CH2:5][CH2:6]1, predict the reactants needed to synthesize it. The reactants are: [C-:1]#[N:2].[K+].[NH:4]1[CH2:9][CH2:8][O:7][CH2:6][CH2:5]1.[O:10]1[C:14]2([CH2:19][CH2:18][CH:17]([CH:20]=O)[CH2:16][CH2:15]2)[O:13][CH2:12][CH2:11]1.C(OCC)(=O)C.